Dataset: NCI-60 drug combinations with 297,098 pairs across 59 cell lines. Task: Regression. Given two drug SMILES strings and cell line genomic features, predict the synergy score measuring deviation from expected non-interaction effect. (1) Drug 1: CS(=O)(=O)CCNCC1=CC=C(O1)C2=CC3=C(C=C2)N=CN=C3NC4=CC(=C(C=C4)OCC5=CC(=CC=C5)F)Cl. Drug 2: B(C(CC(C)C)NC(=O)C(CC1=CC=CC=C1)NC(=O)C2=NC=CN=C2)(O)O. Cell line: SK-MEL-2. Synergy scores: CSS=31.6, Synergy_ZIP=-6.04, Synergy_Bliss=-12.1, Synergy_Loewe=-11.4, Synergy_HSA=-9.85. (2) Drug 1: C1=CC(=CC=C1CCC2=CNC3=C2C(=O)NC(=N3)N)C(=O)NC(CCC(=O)O)C(=O)O. Drug 2: CC1=CC=C(C=C1)C2=CC(=NN2C3=CC=C(C=C3)S(=O)(=O)N)C(F)(F)F. Cell line: SK-OV-3. Synergy scores: CSS=32.4, Synergy_ZIP=1.37, Synergy_Bliss=-0.775, Synergy_Loewe=-9.10, Synergy_HSA=-0.511. (3) Drug 1: C1CCN(CC1)CCOC2=CC=C(C=C2)C(=O)C3=C(SC4=C3C=CC(=C4)O)C5=CC=C(C=C5)O. Drug 2: CC12CCC(CC1=CCC3C2CCC4(C3CC=C4C5=CN=CC=C5)C)O. Cell line: SK-MEL-2. Synergy scores: CSS=-1.14, Synergy_ZIP=2.95, Synergy_Bliss=4.67, Synergy_Loewe=0.360, Synergy_HSA=1.03. (4) Synergy scores: CSS=-1.57, Synergy_ZIP=-0.179, Synergy_Bliss=-1.44, Synergy_Loewe=-1.47, Synergy_HSA=-2.01. Drug 2: CNC(=O)C1=NC=CC(=C1)OC2=CC=C(C=C2)NC(=O)NC3=CC(=C(C=C3)Cl)C(F)(F)F. Drug 1: CC1=CC=C(C=C1)C2=CC(=NN2C3=CC=C(C=C3)S(=O)(=O)N)C(F)(F)F. Cell line: SK-OV-3. (5) Drug 1: CC1OCC2C(O1)C(C(C(O2)OC3C4COC(=O)C4C(C5=CC6=C(C=C35)OCO6)C7=CC(=C(C(=C7)OC)O)OC)O)O. Drug 2: CC(C1=C(C=CC(=C1Cl)F)Cl)OC2=C(N=CC(=C2)C3=CN(N=C3)C4CCNCC4)N. Cell line: MALME-3M. Synergy scores: CSS=16.4, Synergy_ZIP=-3.68, Synergy_Bliss=3.63, Synergy_Loewe=-1.88, Synergy_HSA=3.55. (6) Drug 1: COCCOC1=C(C=C2C(=C1)C(=NC=N2)NC3=CC=CC(=C3)C#C)OCCOC.Cl. Drug 2: CC1C(C(CC(O1)OC2CC(CC3=C2C(=C4C(=C3O)C(=O)C5=C(C4=O)C(=CC=C5)OC)O)(C(=O)CO)O)N)O.Cl. Cell line: SF-268. Synergy scores: CSS=50.1, Synergy_ZIP=0.233, Synergy_Bliss=2.78, Synergy_Loewe=-14.7, Synergy_HSA=5.58. (7) Drug 1: CC1CCC2CC(C(=CC=CC=CC(CC(C(=O)C(C(C(=CC(C(=O)CC(OC(=O)C3CCCCN3C(=O)C(=O)C1(O2)O)C(C)CC4CCC(C(C4)OC)OCCO)C)C)O)OC)C)C)C)OC. Drug 2: CC(C)NC(=O)C1=CC=C(C=C1)CNNC.Cl. Cell line: A549. Synergy scores: CSS=0.793, Synergy_ZIP=2.58, Synergy_Bliss=5.51, Synergy_Loewe=0.400, Synergy_HSA=2.26. (8) Drug 1: C1C(C(OC1N2C=C(C(=O)NC2=O)F)CO)O. Drug 2: CC1=C(N=C(N=C1N)C(CC(=O)N)NCC(C(=O)N)N)C(=O)NC(C(C2=CN=CN2)OC3C(C(C(C(O3)CO)O)O)OC4C(C(C(C(O4)CO)O)OC(=O)N)O)C(=O)NC(C)C(C(C)C(=O)NC(C(C)O)C(=O)NCCC5=NC(=CS5)C6=NC(=CS6)C(=O)NCCC[S+](C)C)O. Cell line: IGROV1. Synergy scores: CSS=20.4, Synergy_ZIP=-6.18, Synergy_Bliss=-1.75, Synergy_Loewe=0.471, Synergy_HSA=1.54.